Dataset: Reaction yield outcomes from USPTO patents with 853,638 reactions. Task: Predict the reaction yield, written as a fraction of the theoretical maximum amount of product (1.0 means a 100% yield; for example, 0.34 means a 34% yield). (1) The reactants are FC(F)(F)C(O)=O.[CH:8]1([S:13][C:14]2[N:18]([C:19]3[CH:24]=[CH:23][C:22]([C:25]([O:27][CH3:28])=[O:26])=[CH:21][CH:20]=3)[N:17]=[CH:16][C:15]=2[C:29]([O:31]C(C)(C)C)=[O:30])[CH2:12][CH2:11][CH2:10][CH2:9]1. The catalyst is C(Cl)Cl. The product is [CH:8]1([S:13][C:14]2[N:18]([C:19]3[CH:24]=[CH:23][C:22]([C:25]([O:27][CH3:28])=[O:26])=[CH:21][CH:20]=3)[N:17]=[CH:16][C:15]=2[C:29]([OH:31])=[O:30])[CH2:9][CH2:10][CH2:11][CH2:12]1. The yield is 0.990. (2) The reactants are [CH2:1]([S:8][CH:9]([CH:27]([O:30][CH3:31])[O:28][CH3:29])[CH2:10][NH:11][C:12]([C:14]1[NH:15][C:16]2[C:21]([CH:22]=1)=[CH:20][C:19]([OH:23])=[CH:18][C:17]=2[N+:24]([O-:26])=[O:25])=[O:13])[C:2]1[CH:7]=[CH:6][CH:5]=[CH:4][CH:3]=1.C(N(CC)CC)C.[C:39](Cl)(=[O:44])[C:40]([CH3:43])([CH3:42])[CH3:41]. The catalyst is O1CCCC1.C(OCC)(=O)C. The product is [C:39]([O:23][C:19]1[CH:20]=[C:21]2[C:16](=[C:17]([N+:24]([O-:26])=[O:25])[CH:18]=1)[NH:15][C:14]([C:12]([NH:11][CH2:10][CH:9]([S:8][CH2:1][C:2]1[CH:3]=[CH:4][CH:5]=[CH:6][CH:7]=1)[CH:27]([O:28][CH3:29])[O:30][CH3:31])=[O:13])=[CH:22]2)(=[O:44])[C:40]([CH3:43])([CH3:42])[CH3:41]. The yield is 0.990. (3) The reactants are [Cl:1][C:2]([Cl:7])([Cl:6])[C:3](Cl)=[O:4].[CH2:8]1[CH2:18][O:17][C:16]2[CH:15]=[CH:14][C:12]([NH2:13])=[CH:11][C:10]=2[O:9]1. The catalyst is CCOC(C)=O. The product is [Cl:1][C:2]([Cl:7])([Cl:6])[C:3]([NH:13][C:12]1[CH:14]=[CH:15][C:16]2[O:17][CH2:18][CH2:8][O:9][C:10]=2[CH:11]=1)=[O:4]. The yield is 0.870. (4) The reactants are Cl.Cl.[CH2:3]([NH:10][C@@H:11]1[CH2:15][CH2:14][NH:13][CH2:12]1)[C:4]1[CH:9]=[CH:8][CH:7]=[CH:6][CH:5]=1.Cl[C:17]1[N:22]([CH3:23])[C:21](=[O:24])[CH:20]=[C:19]([C:25]2[CH:30]=[CH:29][N:28]=[CH:27][CH:26]=2)[N:18]=1.C(N(CC)CC)C. The catalyst is O1CCCC1. The product is [CH2:3]([NH:10][C@@H:11]1[CH2:15][CH2:14][N:13]([C:17]2[N:22]([CH3:23])[C:21](=[O:24])[CH:20]=[C:19]([C:25]3[CH:26]=[CH:27][N:28]=[CH:29][CH:30]=3)[N:18]=2)[CH2:12]1)[C:4]1[CH:5]=[CH:6][CH:7]=[CH:8][CH:9]=1. The yield is 0.750. (5) The catalyst is C(#N)C. The product is [CH3:7][O:6][C:4](=[O:5])[C:3]1[CH:8]=[C:9]([Cl:16])[CH:10]=[C:11]([CH3:12])[C:2]=1[NH2:1]. The yield is 0.848. The reactants are [NH2:1][C:2]1[C:11]([CH3:12])=[CH:10][CH:9]=[CH:8][C:3]=1[C:4]([O:6][CH3:7])=[O:5].S(Cl)([Cl:16])(=O)=O.O.[OH-].[Na+]. (6) The reactants are CS(O[C@@H:6]1[CH2:10][CH2:9][C@H:8]([NH:11][C:12](=[O:18])[O:13][C:14]([CH3:17])([CH3:16])[CH3:15])[CH2:7]1)(=O)=O.[I-:19].[Na+]. The catalyst is CC(C)=O.O. The product is [I:19][C@H:6]1[CH2:10][CH2:9][C@H:8]([NH:11][C:12](=[O:18])[O:13][C:14]([CH3:17])([CH3:16])[CH3:15])[CH2:7]1. The yield is 0.430. (7) The catalyst is C1COCC1. The product is [F:21][C:22]1[CH:27]=[CH:26][C:25]([C@@H:28]([NH:30][C:10](=[S:11])[NH:31][N:32]2[CH:36]=[CH:35][CH:34]=[C:33]2[C:37]([NH2:39])=[O:38])[CH3:29])=[CH:24][CH:23]=1. The yield is 0.730. The reactants are N1([C:10](N2C3C=CC=CC=3N=N2)=[S:11])C2C=CC=CC=2N=N1.[F:21][C:22]1[CH:27]=[CH:26][C:25]([C@@H:28]([NH2:30])[CH3:29])=[CH:24][CH:23]=1.[NH2:31][N:32]1[CH:36]=[CH:35][CH:34]=[C:33]1[C:37]([NH2:39])=[O:38].C(N(CC)CC)C. (8) The reactants are [Br:1][C:2]1[CH:3]=[C:4]2[C:8](=[N:9][CH:10]=1)[NH:7][CH:6]=[CH:5]2.[F:11][C:12]1[C:17]([CH:18]=[O:19])=[CH:16][CH:15]=[CH:14][C:13]=1[NH:20][S:21]([CH2:24][CH2:25][CH3:26])(=[O:23])=[O:22].[OH-].[K+].O. The catalyst is CO. The product is [Br:1][C:2]1[CH:3]=[C:4]2[C:5]([CH:18]([OH:19])[C:17]3[C:12]([F:11])=[C:13]([NH:20][S:21]([CH2:24][CH2:25][CH3:26])(=[O:23])=[O:22])[CH:14]=[CH:15][CH:16]=3)=[CH:6][NH:7][C:8]2=[N:9][CH:10]=1. The yield is 0.450. (9) The reactants are [Cl:1][C:2]1[CH:3]=[C:4]([S:8]([C:11]2[C:19]3[C:14](=[N:15][CH:16]=[CH:17][CH:18]=3)[N:13]([CH2:20][CH2:21][N:22](C)[CH3:23])[CH:12]=2)(=[O:10])=[O:9])[CH:5]=[CH:6][CH:7]=1.ClC(OC(Cl)C)=O. The catalyst is ClCCCl. The product is [ClH:1].[Cl:1][C:2]1[CH:3]=[C:4]([S:8]([C:11]2[C:19]3[C:14](=[N:15][CH:16]=[CH:17][CH:18]=3)[N:13]([CH2:20][CH2:21][NH:22][CH3:23])[CH:12]=2)(=[O:10])=[O:9])[CH:5]=[CH:6][CH:7]=1. The yield is 0.600.